From a dataset of Forward reaction prediction with 1.9M reactions from USPTO patents (1976-2016). Predict the product of the given reaction. (1) Given the reactants Br[C:2]1[CH:11]=[CH:10][C:9]2[C:4](=[CH:5][CH:6]=[C:7]([Br:12])[CH:8]=2)[CH:3]=1.[O:13]=[C:14]1[NH:19][CH2:18][CH2:17][N:16]([C:20]([O:22][C:23]([CH3:26])([CH3:25])[CH3:24])=[O:21])[CH2:15]1.CNC1CCCCC1NC.[O-]P([O-])([O-])=O.[K+].[K+].[K+], predict the reaction product. The product is: [Br:12][C:7]1[CH:8]=[C:9]2[C:4](=[CH:5][CH:6]=1)[CH:3]=[C:2]([N:19]1[CH2:18][CH2:17][N:16]([C:20]([O:22][C:23]([CH3:25])([CH3:24])[CH3:26])=[O:21])[CH2:15][C:14]1=[O:13])[CH:11]=[CH:10]2. (2) The product is: [Cl:1][C:2]1[CH:7]=[C:6]([Cl:8])[CH:5]=[CH:4][C:3]=1[C:9]1[O:10][C:11]([CH:26]([CH3:28])[CH3:27])=[C:12]([CH2:14][CH2:15][C:16]([C:18]2[CH:23]=[CH:22][C:21]([O:24][CH2:36][C:37]([O:39][CH2:40][CH3:41])=[O:38])=[C:20]([CH3:25])[CH:19]=2)=[O:17])[N:13]=1. Given the reactants [Cl:1][C:2]1[CH:7]=[C:6]([Cl:8])[CH:5]=[CH:4][C:3]=1[C:9]1[O:10][C:11]([CH:26]([CH3:28])[CH3:27])=[C:12]([CH2:14][CH2:15][C:16]([C:18]2[CH:23]=[CH:22][C:21]([OH:24])=[C:20]([CH3:25])[CH:19]=2)=[O:17])[N:13]=1.C(=O)([O-])[O-].[K+].[K+].Br[CH2:36][C:37]([O:39][CH2:40][CH3:41])=[O:38], predict the reaction product. (3) Given the reactants [CH3:1][C:2]1[CH:11]=[CH:10][C:9]2[C:4](=[CH:5][CH:6]=[CH:7][C:8]=2[N:12]2[CH2:17][CH2:16][N:15]([CH2:18][CH2:19][C:20]3[CH:21]=[C:22]([CH:24]=[CH:25][CH:26]=3)[NH2:23])[CH2:14][CH2:13]2)[N:3]=1.[CH3:27][O:28][C:29]1[O:33][C:32]([C:34](O)=[O:35])=[N:31][CH:30]=1, predict the reaction product. The product is: [CH3:27][O:28][C:29]1[O:33][C:32]([C:34]([NH:23][C:22]2[CH:24]=[CH:25][CH:26]=[C:20]([CH2:19][CH2:18][N:15]3[CH2:14][CH2:13][N:12]([C:8]4[CH:7]=[CH:6][CH:5]=[C:4]5[C:9]=4[CH:10]=[CH:11][C:2]([CH3:1])=[N:3]5)[CH2:17][CH2:16]3)[CH:21]=2)=[O:35])=[N:31][CH:30]=1.